The task is: Predict the product of the given reaction.. This data is from Forward reaction prediction with 1.9M reactions from USPTO patents (1976-2016). The product is: [N+:8]([C:5]1[CH:6]=[CH:7][C:2]([N:14]2[CH2:13][CH2:12][N:11]([C:17]([O:19][C:20]([CH3:23])([CH3:22])[CH3:21])=[O:18])[CH2:16][CH2:15]2)=[CH:3][CH:4]=1)([O-:10])=[O:9]. Given the reactants F[C:2]1[CH:7]=[CH:6][C:5]([N+:8]([O-:10])=[O:9])=[CH:4][CH:3]=1.[N:11]1([C:17]([O:19][C:20]([CH3:23])([CH3:22])[CH3:21])=[O:18])[CH2:16][CH2:15][NH:14][CH2:13][CH2:12]1.C(=O)([O-])[O-].[K+].[K+].O, predict the reaction product.